The task is: Predict which catalyst facilitates the given reaction.. This data is from Catalyst prediction with 721,799 reactions and 888 catalyst types from USPTO. (1) Reactant: C(OC([N:8]1[CH2:13][CH2:12][CH:11]([NH:14][C:15]2[CH:20]=[CH:19][CH:18]=[CH:17][C:16]=2[C:21]([F:24])([F:23])[F:22])[CH2:10][CH2:9]1)=O)(C)(C)C.[ClH:25]. Product: [ClH:25].[ClH:25].[NH:8]1[CH2:9][CH2:10][CH:11]([NH:14][C:15]2[CH:20]=[CH:19][CH:18]=[CH:17][C:16]=2[C:21]([F:22])([F:23])[F:24])[CH2:12][CH2:13]1. The catalyst class is: 12. (2) Reactant: [OH:1][C:2]1[C:3](=[O:20])[C:4]([C:9]2[N:13]([C:14]3[CH:19]=[CH:18][CH:17]=[CH:16][CH:15]=3)[N:12]=[CH:11][CH:10]=2)=[N:5][N:6]([CH3:8])[CH:7]=1.Cl[CH2:22][CH2:23][N:24]1[C:28]2=[N:29][C:30]3[CH:35]=[CH:34][CH:33]=[CH:32][C:31]=3[N:27]2[CH2:26][CH2:25]1.C(=O)([O-])[O-].[Cs+].[Cs+].[I-].[Na+]. Product: [N:24]1([CH2:23][CH2:22][O:1][C:2]2[C:3](=[O:20])[C:4]([C:9]3[N:13]([C:14]4[CH:19]=[CH:18][CH:17]=[CH:16][CH:15]=4)[N:12]=[CH:11][CH:10]=3)=[N:5][N:6]([CH3:8])[CH:7]=2)[C:28]2=[N:29][C:30]3[CH:35]=[CH:34][CH:33]=[CH:32][C:31]=3[N:27]2[CH2:26][CH2:25]1. The catalyst class is: 44. (3) Reactant: [Br:1][C:2]1[CH:3]=[C:4]([C@H:24]2[C:33]3[C:32](=[O:34])[CH2:31][C@@H:30]([CH2:35][CH2:36][CH3:37])[CH2:29][C:28]=3[NH:27][C:26]([CH3:38])=[C:25]2[C:39]#[N:40])[CH:5]=[C:6]([O:21][CH2:22][CH3:23])[C:7]=1[O:8][CH2:9][C:10]1[CH:15]=[C:14]([F:16])[C:13]([F:17])=[CH:12][C:11]=1[N+:18]([O-])=O.C(O)(=O)C. Product: [NH2:18][C:11]1[CH:12]=[C:13]([F:17])[C:14]([F:16])=[CH:15][C:10]=1[CH2:9][O:8][C:7]1[C:6]([O:21][CH2:22][CH3:23])=[CH:5][C:4]([C@H:24]2[C:33]3[C:32](=[O:34])[CH2:31][C@@H:30]([CH2:35][CH2:36][CH3:37])[CH2:29][C:28]=3[NH:27][C:26]([CH3:38])=[C:25]2[C:39]#[N:40])=[CH:3][C:2]=1[Br:1]. The catalyst class is: 324. (4) Reactant: Cl.[C:2]([N:5]1[CH2:10][CH2:9][N:8]([C:11]2[CH:12]=[CH:13][C:14]([CH2:17][CH2:18][C:19]3[S:23][C:22]([C:24]([OH:26])=O)=[CH:21][CH:20]=3)=[N:15][CH:16]=2)[CH2:7][CH2:6]1)(=[O:4])[CH3:3].C(N(CC)CC)C.C([N:36]1[CH:40]=[CH:39][N:38]=[CH:37]1)([N:36]1[CH:40]=[CH:39][N:38]=[CH:37]1)=O. Product: [C:2]([N:5]1[CH2:6][CH2:7][N:8]([C:11]2[CH:16]=[N:15][C:14]([CH2:17][CH2:18][C:19]3[S:23][C:22]([C:24]([N:36]4[CH:40]=[CH:39][N:38]=[CH:37]4)=[O:26])=[CH:21][CH:20]=3)=[CH:13][CH:12]=2)[CH2:9][CH2:10]1)(=[O:4])[CH3:3]. The catalyst class is: 7. (5) Reactant: [Br-].[C:2]([C:6]1[S:10][C:9](/[N:11]=C/N(C)C)=[N+:8]([CH2:16][CH2:17][CH2:18][CH3:19])[N:7]=1)([CH3:5])([CH3:4])[CH3:3]. Product: [C:2]([C:6]1[S:10][C:9](=[NH:11])[N:8]([CH2:16][CH2:17][CH2:18][CH3:19])[N:7]=1)([CH3:5])([CH3:4])[CH3:3]. The catalyst class is: 33. (6) Reactant: [Br:1][C:2]1[CH:7]=[CH:6][N:5]=[C:4]([CH2:8]Br)[CH:3]=1.[CH3:10][S:11][Na]. Product: [Br:1][C:2]1[CH:7]=[CH:6][N:5]=[C:4]([CH2:8][S:11][CH3:10])[CH:3]=1. The catalyst class is: 42. (7) Reactant: [C:1](N1C=CN=C1)(N1C=CN=C1)=[O:2].[NH2:13][CH2:14][CH2:15][CH2:16][NH:17][C:18](=[O:24])[O:19][C:20]([CH3:23])([CH3:22])[CH3:21].C(N(C(C)C)C(C)C)C.S(=O)(=O)(O)O.[NH2:39][C:40]1[CH:41]=[N:42][N:43]([CH3:46])[C:44]=1[NH2:45]. Product: [NH2:45][C:44]1[N:43]([CH3:46])[N:42]=[CH:41][C:40]=1[NH:39][C:1]([NH:13][CH2:14][CH2:15][CH2:16][NH:17][C:18]([O:19][C:20]([CH3:21])([CH3:23])[CH3:22])=[O:24])=[O:2]. The catalyst class is: 2. (8) Reactant: [CH3:1][O:2][C:3](=[O:19])[C:4]1[CH:9]=[C:8]([N:10]2[CH2:14][CH2:13][CH2:12][C:11]2=[O:15])[CH:7]=[C:6]([N+:16]([O-])=O)[CH:5]=1. Product: [CH3:1][O:2][C:3](=[O:19])[C:4]1[CH:9]=[C:8]([N:10]2[CH2:14][CH2:13][CH2:12][C:11]2=[O:15])[CH:7]=[C:6]([NH2:16])[CH:5]=1. The catalyst class is: 227. (9) Reactant: C(=O)([O-])[O-].[Cs+].[Cs+].CC1(C)C2C(=C(P(C3C=CC=CC=3)C3C=CC=CC=3)C=CC=2)OC2C(P(C3C=CC=CC=3)C3C=CC=CC=3)=CC=CC1=2.Br[C:50]1[CH:51]=[C:52]([N:56]2[C:60]3[CH:61]=[C:62]([F:65])[CH:63]=[CH:64][C:59]=3[N:58]=[C:57]2[CH:66]([NH:68][C:69](=[O:71])[CH3:70])[CH3:67])[CH:53]=[N:54][CH:55]=1.[CH3:72][S:73]([NH2:76])(=[O:75])=[O:74]. Product: [F:65][C:62]1[CH:63]=[CH:64][C:59]2[N:58]=[C:57]([CH:66]([NH:68][C:69](=[O:71])[CH3:70])[CH3:67])[N:56]([C:52]3[CH:53]=[N:54][CH:55]=[C:50]([NH:76][S:73]([CH3:72])(=[O:75])=[O:74])[CH:51]=3)[C:60]=2[CH:61]=1. The catalyst class is: 62.